Task: Predict which catalyst facilitates the given reaction.. Dataset: Catalyst prediction with 721,799 reactions and 888 catalyst types from USPTO (1) Reactant: [OH:1][C@:2]12[CH2:18][CH2:17][C@H:16]([C:19]3[CH:20]=[CH:21][C:22](=[O:25])[O:23][CH:24]=3)[C@@:15]1([CH3:26])[CH2:14][CH2:13][C@H:12]1[C@H:3]2[CH2:4][CH2:5][C@H:6]2[C@:11]1([CH3:27])[CH2:10][CH2:9][C:8](=O)[CH2:7]2.[NH:29]1[CH2:33][CH2:32][CH2:31][CH2:30]1.[BH3-]C#N.[Na+].CC(O)=O. Product: [OH:1][C@:2]12[CH2:18][CH2:17][C@H:16]([C:19]3[CH:20]=[CH:21][C:22](=[O:25])[O:23][CH:24]=3)[C@@:15]1([CH3:26])[CH2:14][CH2:13][C@H:12]1[C@H:3]2[CH2:4][CH2:5][C@H:6]2[C@:11]1([CH3:27])[CH2:10][CH2:9][CH:8]([N:29]1[CH2:33][CH2:32][CH2:31][CH2:30]1)[CH2:7]2. The catalyst class is: 5. (2) Reactant: [NH2:1][C:2]1[CH:3]=[CH:4][C:5]([O:25][CH3:26])=[C:6]([NH:8][S:9]([C:12]2[CH:17]=[CH:16][C:15]([C:18]3[O:19][C:20]([CH3:23])=[CH:21][CH:22]=3)=[C:14]([F:24])[CH:13]=2)(=[O:11])=[O:10])[CH:7]=1.C(N(CC)C(C)C)(C)C.[CH3:36][C:37]([O:40][C:41]([NH:43][C:44]([CH3:49])([C:46](O)=[O:47])[CH3:45])=[O:42])([CH3:39])[CH3:38]. Product: [F:24][C:14]1[CH:13]=[C:12]([S:9]([NH:8][C:6]2[CH:7]=[C:2]([NH:1][C:46](=[O:47])[C:44]([NH:43][C:41](=[O:42])[O:40][C:37]([CH3:39])([CH3:38])[CH3:36])([CH3:49])[CH3:45])[CH:3]=[CH:4][C:5]=2[O:25][CH3:26])(=[O:11])=[O:10])[CH:17]=[CH:16][C:15]=1[C:18]1[O:19][C:20]([CH3:23])=[CH:21][CH:22]=1. The catalyst class is: 4. (3) Reactant: [F:1][C:2]1[CH:7]=[CH:6][C:5]([N:8]2[C:12]3[CH:13]=[C:14]4[C@:19]([C:21]([C:23]5[S:24][CH:25]=[CH:26][N:27]=5)=[O:22])([CH2:20][C:11]=3[CH:10]=[N:9]2)[CH2:18][N:17](C(OC(C)(C)C)=O)[CH2:16][CH2:15]4)=[CH:4][CH:3]=1.C(N(C(C)C)CC)(C)C.[F:44][C:45]1[CH:50]=[CH:49][C:48]([S:51](Cl)(=[O:53])=[O:52])=[CH:47][CH:46]=1. Product: [F:1][C:2]1[CH:3]=[CH:4][C:5]([N:8]2[C:12]3[CH:13]=[C:14]4[C@:19]([C:21]([C:23]5[S:24][CH:25]=[CH:26][N:27]=5)=[O:22])([CH2:20][C:11]=3[CH:10]=[N:9]2)[CH2:18][N:17]([S:51]([C:48]2[CH:49]=[CH:50][C:45]([F:44])=[CH:46][CH:47]=2)(=[O:53])=[O:52])[CH2:16][CH2:15]4)=[CH:6][CH:7]=1. The catalyst class is: 281. (4) Reactant: N1C=CC=CC=1.[CH2:7]([O:9][C:10](=[O:27])[C@H:11]([CH2:19][C:20]1[CH:25]=[CH:24][CH:23]=[C:22]([OH:26])[CH:21]=1)[NH:12][C:13](=[O:18])[C:14]([F:17])([F:16])[F:15])[CH3:8].[CH:28]1[C:37]2[C:32](=[CH:33][CH:34]=[CH:35][CH:36]=2)[CH:31]=[CH:30][C:29]=1B(O)O. Product: [CH2:7]([O:9][C:10](=[O:27])[C@H:11]([CH2:19][C:20]1[CH:25]=[CH:24][CH:23]=[C:22]([O:26][C:30]2[CH:29]=[CH:28][C:37]3[C:32](=[CH:33][CH:34]=[CH:35][CH:36]=3)[CH:31]=2)[CH:21]=1)[NH:12][C:13](=[O:18])[C:14]([F:15])([F:16])[F:17])[CH3:8]. The catalyst class is: 297.